The task is: Regression. Given two drug SMILES strings and cell line genomic features, predict the synergy score measuring deviation from expected non-interaction effect.. This data is from NCI-60 drug combinations with 297,098 pairs across 59 cell lines. (1) Drug 1: CCN(CC)CCNC(=O)C1=C(NC(=C1C)C=C2C3=C(C=CC(=C3)F)NC2=O)C. Drug 2: CNC(=O)C1=NC=CC(=C1)OC2=CC=C(C=C2)NC(=O)NC3=CC(=C(C=C3)Cl)C(F)(F)F. Cell line: COLO 205. Synergy scores: CSS=1.73, Synergy_ZIP=-0.521, Synergy_Bliss=1.19, Synergy_Loewe=-0.198, Synergy_HSA=0.315. (2) Drug 1: C1CN1P(=S)(N2CC2)N3CC3. Drug 2: CC12CCC3C(C1CCC2O)C(CC4=C3C=CC(=C4)O)CCCCCCCCCS(=O)CCCC(C(F)(F)F)(F)F. Cell line: UACC62. Synergy scores: CSS=29.8, Synergy_ZIP=-4.12, Synergy_Bliss=5.12, Synergy_Loewe=1.18, Synergy_HSA=3.57. (3) Synergy scores: CSS=37.4, Synergy_ZIP=-10.5, Synergy_Bliss=-3.57, Synergy_Loewe=-3.36, Synergy_HSA=-2.16. Drug 1: CCC1=CC2CC(C3=C(CN(C2)C1)C4=CC=CC=C4N3)(C5=C(C=C6C(=C5)C78CCN9C7C(C=CC9)(C(C(C8N6C)(C(=O)OC)O)OC(=O)C)CC)OC)C(=O)OC.C(C(C(=O)O)O)(C(=O)O)O. Cell line: SN12C. Drug 2: C1C(C(OC1N2C=NC3=C(N=C(N=C32)Cl)N)CO)O. (4) Drug 1: CCC(=C(C1=CC=CC=C1)C2=CC=C(C=C2)OCCN(C)C)C3=CC=CC=C3.C(C(=O)O)C(CC(=O)O)(C(=O)O)O. Drug 2: CC1CCC2CC(C(=CC=CC=CC(CC(C(=O)C(C(C(=CC(C(=O)CC(OC(=O)C3CCCCN3C(=O)C(=O)C1(O2)O)C(C)CC4CCC(C(C4)OC)OCCO)C)C)O)OC)C)C)C)OC. Cell line: OVCAR-8. Synergy scores: CSS=3.50, Synergy_ZIP=6.65, Synergy_Bliss=8.24, Synergy_Loewe=1.95, Synergy_HSA=6.14. (5) Drug 1: C1=CN(C(=O)N=C1N)C2C(C(C(O2)CO)O)O.Cl. Drug 2: CCCCCOC(=O)NC1=NC(=O)N(C=C1F)C2C(C(C(O2)C)O)O. Cell line: MDA-MB-435. Synergy scores: CSS=7.21, Synergy_ZIP=-1.02, Synergy_Bliss=1.21, Synergy_Loewe=1.34, Synergy_HSA=2.16. (6) Drug 1: CC12CCC(CC1=CCC3C2CCC4(C3CC=C4C5=CN=CC=C5)C)O. Drug 2: CCC(=C(C1=CC=CC=C1)C2=CC=C(C=C2)OCCN(C)C)C3=CC=CC=C3.C(C(=O)O)C(CC(=O)O)(C(=O)O)O. Cell line: SK-MEL-2. Synergy scores: CSS=-2.66, Synergy_ZIP=1.57, Synergy_Bliss=3.74, Synergy_Loewe=-1.11, Synergy_HSA=0.0314. (7) Drug 1: C1CNP(=O)(OC1)N(CCCl)CCCl. Drug 2: CC1C(C(CC(O1)OC2CC(CC3=C2C(=C4C(=C3O)C(=O)C5=C(C4=O)C(=CC=C5)OC)O)(C(=O)CO)O)N)O.Cl. Cell line: OVCAR-5. Synergy scores: CSS=28.3, Synergy_ZIP=-0.774, Synergy_Bliss=-2.33, Synergy_Loewe=-40.4, Synergy_HSA=-1.51.